Dataset: Reaction yield outcomes from USPTO patents with 853,638 reactions. Task: Predict the reaction yield, written as a fraction of the theoretical maximum amount of product (1.0 means a 100% yield; for example, 0.34 means a 34% yield). (1) The reactants are [CH:1]1([N:4]2[C:13]3[C:8](=[CH:9][C:10]([C:14]4[CH:15]=[N:16][C:17]([NH:29][C:30]([NH:32][CH2:33][CH3:34])=[O:31])=[CH:18][C:19]=4[C:20]4[S:21][CH:22]=[C:23]([C:25]([F:28])([F:27])[F:26])[N:24]=4)=[CH:11][CH:12]=3)[C:7](=[O:35])[C:6]([C:36](O)=[O:37])=[CH:5]2)[CH2:3][CH2:2]1.CN(C(ON1N=NC2C=CC=NC1=2)=[N+](C)C)C.F[P-](F)(F)(F)(F)F.CCN(C(C)C)C(C)C.[CH3:72][O:73][CH2:74][CH2:75][NH2:76]. The catalyst is CN(C=O)C. The product is [CH:1]1([N:4]2[C:13]3[C:8](=[CH:9][C:10]([C:14]4[CH:15]=[N:16][C:17]([NH:29][C:30]([NH:32][CH2:33][CH3:34])=[O:31])=[CH:18][C:19]=4[C:20]4[S:21][CH:22]=[C:23]([C:25]([F:28])([F:27])[F:26])[N:24]=4)=[CH:11][CH:12]=3)[C:7](=[O:35])[C:6]([C:36]([NH:76][CH2:75][CH2:74][O:73][CH3:72])=[O:37])=[CH:5]2)[CH2:3][CH2:2]1. The yield is 0.535. (2) The reactants are [CH2:1]([C:3]([C:21]1[CH:34]=[CH:33][C:24]([C:25]([NH:27][CH2:28][C:29]([O:31]C)=[O:30])=[O:26])=[C:23]([CH3:35])[CH:22]=1)([C:6]1[CH:11]=[CH:10][C:9]([O:12][CH2:13][CH:14]([OH:19])[C:15]([CH3:18])([CH3:17])[CH3:16])=[C:8]([CH3:20])[CH:7]=1)[CH2:4][CH3:5])[CH3:2].CO.[OH-].[Na+]. The catalyst is O. The product is [CH2:1]([C:3]([C:21]1[CH:34]=[CH:33][C:24]([C:25]([NH:27][CH2:28][C:29]([OH:31])=[O:30])=[O:26])=[C:23]([CH3:35])[CH:22]=1)([C:6]1[CH:11]=[CH:10][C:9]([O:12][CH2:13][CH:14]([OH:19])[C:15]([CH3:17])([CH3:18])[CH3:16])=[C:8]([CH3:20])[CH:7]=1)[CH2:4][CH3:5])[CH3:2]. The yield is 0.710.